The task is: Binary Classification. Given a miRNA mature sequence and a target amino acid sequence, predict their likelihood of interaction.. This data is from Experimentally validated miRNA-target interactions with 360,000+ pairs, plus equal number of negative samples. (1) The miRNA is mmu-miR-1896 with sequence CUCUCUGAUGGUGGGUGAGGAG. The protein sequence of the target gene is MDGRDFGPQRSVHGPPPPLLSGLAMDSHRVGAATAGRLPSSGLPGPPPPGKYMAGLNLHPHPGFSHLPSGLYPSYLHLNHLDPPSSGSPLLSQLGQPSIFDTQKDGFYLPAPGTLHAHTPSSRTPSGHSSGGPAKGSSREGTGKDRAGRGGDPPPLFGKKDPRAREEVSGPRGVVDLTQEARAEGRQDRGSSRLAERLSPFLAEVKAKGALQPSALSLCNGVVDAGLVAELGRGGAKEVARQEENARLLRRAEALLPAARPCGSPLPPPPPLPPKGPPAPPSSTPAGVYTVFREPGREHR.... Result: 0 (no interaction). (2) The miRNA is mmu-miR-3072-3p with sequence UGCCCCCUCCAGGAAGCCUUCU. The protein sequence of the target gene is MSFFNFRKIFKLGSEKKKKQYEHVKRDLNPEEFWEIIGELGDGAFGKVYKAQNKETNVLAAAKVIDTKSEEELEDYMVEIDILASCDHPNIVKLLDAFYYENNLWILIEFCAGGAVDAVMLELERPLTESQIQVVCKQTLEALNYLHDNKIIHRDLKAGNILFTLDGDIKLADFGVSAKNTRTIQRRDSFIGTPYWMAPEVVMCETSKDRPYDYKADVWSLGITLIEMAEIEPPHHELNPMRVLLKIAKSEPPTLAQPSKWSSNFKDFLRKCLEKNVDARWTTSQLLQHPFVTVDSNKPV.... Result: 0 (no interaction). (3) The miRNA is hsa-miR-135a-3p with sequence UAUAGGGAUUGGAGCCGUGGCG. The protein sequence of the target gene is MVVTTSARGGGGDRTPSRRRGCGLAPAGAAALLAGASCLCYGRSLQGEFVHDDVWAIVNNPDVRPGAPLRWGIFTNDFWGKGMAENTSHKSYRPLCVLTFKLNIFLTGMNPFYFHAVNIILHCLVTLVLMYTCDKTVFKNRGLAFVTALLFAVHPIHTEAVAGIVGRADVLACLLFLLAFLSYNRSLDQGCVGGSFPSTVSPFFLLLSLFLGTCAMLVKETGITVFGVCLVYDLFSLSNKQDKSSNGALCPRSPQQPGSPQPSSLPGHPHRENGKQQRFPHKGAWGGCHSPLPPEPKSSG.... Result: 0 (no interaction). (4) The miRNA is hsa-miR-4524b-3p with sequence GAGACAGGUUCAUGCUGCUA. The protein sequence of the target gene is MDVLPMCSIFQELQIVHETGYFSALPSLEEYWQQTCLELERYLQSEPCYVSASEIKFDSQEDLWTKIILAREKKEESELKISSSPPEDTLISPSFCYNLETNSLNSDVSSESSDSSEELSPTAKFTSDPIGEVLVSSGKLSSSVTSTPPSSPELSREPSQLWGCVPGELPSPGKVRSGTSGKPGDKGNGDASPDGRRRVHRCHFNGCRKVYTKSSHLKAHQRTHTGEKPYRCSWEGCEWRFARSDELTRHFRKHTGAKPFKCSHCDRCFSRSDHLALHMKRHL. Result: 1 (interaction). (5) The miRNA is hsa-miR-580-5p with sequence UAAUGAUUCAUCAGACUCAGAU. The protein sequence of the target gene is MLKVSALLCVCAAAWCSQTLAAAAAVAVAGGRSDGGNFLDEKQWLTTISQYDKEVGQWNKFRDEVEDDYFRTWNPGKPFDQALDPAKDPCLKTKCSRHKVCITQDAQTALCISHRRLTHSMKEVGGSHKQWRGLPSSTCKPCPIAYASPVCGSDGHSYSSQCKLEYQACVLGKQISIKCEGRCPCPSDKSMNIGRNVKRACSDLEFREVANRLRDWFKALHESGSQNKKTKALLRPERSRFDTSILPICKDSLGWMFNRLDTNYDLLLDQSELGSIYLDKNEQCTKAFFNSCDTYKDSLI.... Result: 0 (no interaction). (6) The miRNA is mmu-miR-532-5p with sequence CAUGCCUUGAGUGUAGGACCGU. The protein sequence of the target gene is MAVSRLDRLFILLDTGTTPVTRKAAAQQLGEVVKLHPHELNNLLSKVLIYLRSANWDTRIAAGQAVEAIVKNVPEWNPVPRTRQEPTSESSMEDSPTTERLNFDRFDICRLLQHGASLLGSAGAEFEVQDEKSGEVDPKERIARQRKLLQKKLGLNMGEAIGMSTEELFNDEDLDYTPTSASFVNKQPTLQAAELIDSEFRAGMSNRQKNKAKRMAKLFAKQRSRDAVETNEKSNDSTDGEPEEKRRKIANVVINQSANDSKVLIDNIPDSSSLIEETNEWPLESFCEELCNDLFNPSWE.... Result: 0 (no interaction). (7) The miRNA is hsa-miR-4646-5p with sequence ACUGGGAAGAGGAGCUGAGGGA. The protein sequence of the target gene is MFNKSFGTPFGGGTGGFGTTSTFGQNTGFGTTSGGAFGTSAFGSSNNTGGLFGNSQTKPGGLFGTSSFSQPATSTSTGFGFGTSTGTANTLFGTASTGTSLFSSQNNAFAQNKPTGFGNFGTSTSSGGLFGTTNTTSNPFGSTSGSLFGPSSFTAAPTGTTIKFNPPTGTDTMVKAGVSTNISTKHQCITAMKEYESKSLEELRLEDYQANRKGPQNQVGAGTTTGLFGSSPATSSATGLFSSSTTNSGFAYGQNKTAFGTSTTGFGTNPGGLFGQQNQQTTSLFSKPFGQATTTQNTGF.... Result: 1 (interaction). (8) The miRNA is hsa-miR-4493 with sequence AGAAGGCCUUUCCAUCUCUGU. The protein sequence of the target gene is MAAVSLRLGDLVWGKLGRYPPWPGKIVNPPKDLKKPRGKKCFFVKFFGTEDHAWIKVEQLKPYHAHKEEMIKINKGKRFQQAVDAVEEFLRRAKGKDQTSSHNSSDDKNRRNSSEERSRPNSGDEKRKLSLSEGKVKKNMGEGKKRVSSGSSERGSKSPLKRAQEQSPRKRGRPPKDEKDLTIPESSTVKGMMAGPMAAFKWQPTASEPVKDADPHFHHFLLSQTEKPAVCYQAITKKLKICEEETGSTSIQAADSTAVNGSITPTDKKIGFLGLGLMGSGIVSNLLKMGHTVTVWNRTA.... Result: 0 (no interaction). (9) The miRNA is hsa-miR-664a-3p with sequence UAUUCAUUUAUCCCCAGCCUACA. The protein sequence of the target gene is MGKGCKVVICGLLSVGKTAILEQLLYGNHTIGMEDCETLEDVYMASVETDRGVKEQLHLYDTRGLQKGVELPKHYFSFADGFVLVYSVNNLESFQRVELLKKEIDKFKDKKEVAIVVLGNKLDLSEQRQVDADVAQQWARSEKVKLWEVTVTDRRTLIEPFTLLASKLSQPQSKSSFPLPGRKNKGNSNPEN. Result: 0 (no interaction).